This data is from Full USPTO retrosynthesis dataset with 1.9M reactions from patents (1976-2016). The task is: Predict the reactants needed to synthesize the given product. (1) Given the product [CH3:1][O:2][C:3]1[CH:8]=[CH:7][C:6]([C:9]2[O:13][C:12]([NH:14][C:15]3[CH:16]=[CH:17][CH:18]=[C:19]4[C:24]=3[CH2:23][CH:22]([OH:25])[CH2:21][CH2:20]4)=[N:11][CH:10]=2)=[CH:5][CH:4]=1, predict the reactants needed to synthesize it. The reactants are: [CH3:1][O:2][C:3]1[CH:8]=[CH:7][C:6]([C:9]2[O:13][C:12]([NH:14][C:15]3[CH:16]=[CH:17][CH:18]=[C:19]4[C:24]=3[CH2:23][C:22](=[O:25])[CH2:21][CH2:20]4)=[N:11][CH:10]=2)=[CH:5][CH:4]=1.FC(F)(F)C1C=CC(C2OC(NC3C=CC=C4C=3CC(=O)CC4)=NC=2)=CC=1. (2) Given the product [Br:1][C:2]1[CH:3]=[CH:4][C:5]2[S:9](=[O:11])(=[O:10])[CH2:8][CH:7]([OH:13])[C:6]=2[CH:12]=1, predict the reactants needed to synthesize it. The reactants are: [Br:1][C:2]1[CH:3]=[CH:4][C:5]2[S:9](=[O:11])(=[O:10])[CH:8]=[CH:7][C:6]=2[CH:12]=1.[OH-:13].[Na+]. (3) Given the product [C:1]([N:8]1[CH2:13][CH2:12][N:11]([C:14]2[CH:19]=[CH:18][CH:17]=[CH:16][C:15]=2[NH:20][S:29]([CH3:28])(=[O:31])=[O:30])[CH2:10][CH2:9]1)([O:3][C:4]([CH3:7])([CH3:6])[CH3:5])=[O:2], predict the reactants needed to synthesize it. The reactants are: [C:1]([N:8]1[CH2:13][CH2:12][N:11]([C:14]2[CH:19]=[CH:18][CH:17]=[CH:16][C:15]=2[NH2:20])[CH2:10][CH2:9]1)([O:3][C:4]([CH3:7])([CH3:6])[CH3:5])=[O:2].C(N(CC)CC)C.[CH3:28][S:29](Cl)(=[O:31])=[O:30]. (4) Given the product [N:4]1[NH:3][N:2]=[N:1][C:5]=1[CH2:6][O:7][C:8]1[CH:9]=[CH:10][C:11]([C:12]([OH:14])=[O:13])=[CH:16][CH:17]=1, predict the reactants needed to synthesize it. The reactants are: [N:1]1[NH:2][N:3]=[N:4][C:5]=1[CH2:6][O:7][C:8]1[CH:17]=[CH:16][C:11]([C:12]([O:14]C)=[O:13])=[CH:10][CH:9]=1.C(Cl)Cl.CO. (5) Given the product [Br:1][C:2]1[C:3]([O:11][C@@H:13]([CH3:23])[CH2:14][NH:15][C:16]([O:17][C:18]([CH3:21])([CH3:20])[CH3:19])=[O:22])=[C:4]([C:7]([O:9][CH3:10])=[O:8])[S:5][CH:6]=1, predict the reactants needed to synthesize it. The reactants are: [Br:1][C:2]1[C:3]([OH:11])=[C:4]([C:7]([O:9][CH3:10])=[O:8])[S:5][CH:6]=1.O[C@H:13]([CH3:23])[CH2:14][NH:15][C:16](=[O:22])[O:17][C:18]([CH3:21])([CH3:20])[CH3:19].C(P(CCCC)CCCC)CCC.N(C(OCC)=O)=NC(OCC)=O. (6) Given the product [F:1][C:2]1[C:11]([O:12][CH3:13])=[CH:10][CH:9]=[C:8]2[C:3]=1[C:4](=[O:6])[N:17]([CH2:18][C@H:19]1[CH2:20][CH2:21][C@H:22]([C:25]([O:27][CH3:28])=[O:26])[CH2:23][CH2:24]1)[CH2:14]2, predict the reactants needed to synthesize it. The reactants are: [F:1][C:2]1[C:11]([O:12][CH3:13])=[CH:10][CH:9]=[C:8]([CH:14]=O)[C:3]=1[C:4]([O:6]C)=O.Cl.[NH2:17][CH2:18][C@H:19]1[CH2:24][CH2:23][C@H:22]([C:25]([O:27][CH3:28])=[O:26])[CH2:21][CH2:20]1.CCN(C(C)C)C(C)C.[BH-](OC(C)=O)(OC(C)=O)OC(C)=O.[Na+]. (7) Given the product [Cl:1][C:2]1[CH:3]=[C:4]([C@@H:12]([CH2:22][CH:23]2[CH2:24][CH2:25][CH2:26][CH2:27]2)[C:13]([NH:15][C:16]2[CH:20]=[CH:19][N:18]([CH2:21][C:49]#[C:50][CH2:51][OH:52])[N:17]=2)=[O:14])[CH:5]=[CH:6][C:7]=1[S:8]([CH3:11])(=[O:10])=[O:9], predict the reactants needed to synthesize it. The reactants are: [Cl:1][C:2]1[CH:3]=[C:4]([C@@H:12]([CH2:22][CH:23]2[CH2:27][CH2:26][CH2:25][CH2:24]2)[C:13]([NH:15][C:16]2[CH:20]=[CH:19][N:18]([CH3:21])[N:17]=2)=[O:14])[CH:5]=[CH:6][C:7]=1[S:8]([CH3:11])(=[O:10])=[O:9].C(Cl)(=O)C(Cl)=O.N1C(C)=CC=CC=1C.NC1C=CN(C[C:49]#[C:50][CH2:51][OH:52])N=1.